Dataset: NCI-60 drug combinations with 297,098 pairs across 59 cell lines. Task: Regression. Given two drug SMILES strings and cell line genomic features, predict the synergy score measuring deviation from expected non-interaction effect. (1) Drug 1: CC(C)CN1C=NC2=C1C3=CC=CC=C3N=C2N. Drug 2: C(CCl)NC(=O)N(CCCl)N=O. Cell line: EKVX. Synergy scores: CSS=-0.924, Synergy_ZIP=-0.440, Synergy_Bliss=-0.859, Synergy_Loewe=-2.63, Synergy_HSA=-2.05. (2) Drug 1: CC1=C(C=C(C=C1)C(=O)NC2=CC(=CC(=C2)C(F)(F)F)N3C=C(N=C3)C)NC4=NC=CC(=N4)C5=CN=CC=C5. Drug 2: C(CCl)NC(=O)N(CCCl)N=O. Cell line: HCC-2998. Synergy scores: CSS=3.69, Synergy_ZIP=3.16, Synergy_Bliss=2.38, Synergy_Loewe=4.26, Synergy_HSA=-3.62. (3) Drug 1: CC1=C(C(=CC=C1)Cl)NC(=O)C2=CN=C(S2)NC3=CC(=NC(=N3)C)N4CCN(CC4)CCO. Drug 2: CS(=O)(=O)OCCCCOS(=O)(=O)C. Cell line: ACHN. Synergy scores: CSS=19.2, Synergy_ZIP=-12.3, Synergy_Bliss=-3.60, Synergy_Loewe=-17.7, Synergy_HSA=-1.75. (4) Drug 1: COC1=C(C=C2C(=C1)N=CN=C2NC3=CC(=C(C=C3)F)Cl)OCCCN4CCOCC4. Drug 2: CC1=C2C(C(=O)C3(C(CC4C(C3C(C(C2(C)C)(CC1OC(=O)C(C(C5=CC=CC=C5)NC(=O)OC(C)(C)C)O)O)OC(=O)C6=CC=CC=C6)(CO4)OC(=O)C)O)C)O. Synergy scores: CSS=36.4, Synergy_ZIP=1.07, Synergy_Bliss=4.99, Synergy_Loewe=-0.603, Synergy_HSA=8.40. Cell line: UACC-257. (5) Drug 1: CN(C)N=NC1=C(NC=N1)C(=O)N. Drug 2: C1CN1P(=S)(N2CC2)N3CC3. Cell line: HCT116. Synergy scores: CSS=24.3, Synergy_ZIP=-10.8, Synergy_Bliss=-2.72, Synergy_Loewe=-1.75, Synergy_HSA=-1.12. (6) Drug 1: CN(CCCl)CCCl.Cl. Drug 2: C1CC(=O)NC(=O)C1N2C(=O)C3=CC=CC=C3C2=O. Cell line: NCI-H226. Synergy scores: CSS=0.650, Synergy_ZIP=-0.795, Synergy_Bliss=-2.94, Synergy_Loewe=-2.02, Synergy_HSA=-2.80. (7) Drug 1: C1C(C(OC1N2C=NC3=C(N=C(N=C32)Cl)N)CO)O. Drug 2: CC1C(C(CC(O1)OC2CC(CC3=C2C(=C4C(=C3O)C(=O)C5=C(C4=O)C(=CC=C5)OC)O)(C(=O)CO)O)N)O.Cl. Cell line: HCT-15. Synergy scores: CSS=42.5, Synergy_ZIP=-5.76, Synergy_Bliss=-6.49, Synergy_Loewe=-12.1, Synergy_HSA=-4.98.